Dataset: Cav3 T-type calcium channel HTS with 100,875 compounds. Task: Binary Classification. Given a drug SMILES string, predict its activity (active/inactive) in a high-throughput screening assay against a specified biological target. (1) The drug is S(=O)(=O)(N1CCOCC1)c1ccc(C(=O)Nc2sc3c(CCN(C3)C)c2C(OC)=O)cc1. The result is 0 (inactive). (2) The molecule is Clc1cc(C(=O)c2cn(CC3OCCC3)c(=O)c(c2)C#N)c(O)cc1. The result is 0 (inactive). (3) The molecule is FC(F)(F)c1c(c(NCCO)nc(c1)c1ccccc1)C(=O)N. The result is 0 (inactive). (4) The result is 0 (inactive). The molecule is O=C1N(CCCCC1)C(=O)c1ccc(C(=O)N2CCCCCC2=O)cc1. (5) The drug is O=C(N1CCN(CC1)c1ccccc1)CCNC(=O)Cn1c(=O)c2c(nc1)cccc2. The result is 0 (inactive). (6) The drug is S1CCc2c(n(c3c2cccc3)C)C1=O. The result is 0 (inactive).